Dataset: Choline transporter screen with 302,306 compounds. Task: Binary Classification. Given a drug SMILES string, predict its activity (active/inactive) in a high-throughput screening assay against a specified biological target. (1) The molecule is O=C(N)C1CCN(CC1)C(=O)c1c2c(c(nc1)Nc1ccc(OC)cc1)cccc2. The result is 0 (inactive). (2) The drug is Fc1ccc(CN2CC(CCC2)C(=O)Nc2c(Oc3cccnc3)cccc2)cc1. The result is 0 (inactive). (3) The molecule is Brc1c(nn(c1)C)C(=O)Nc1sc2CCCc2c1C#N. The result is 0 (inactive). (4) The drug is O=C(Nc1cc2nc(n(c2cc1)C)CCN1CCN(CC1)c1ccccc1)C(C)C. The result is 0 (inactive).